This data is from Kir2.1 potassium channel HTS with 301,493 compounds. The task is: Binary Classification. Given a drug SMILES string, predict its activity (active/inactive) in a high-throughput screening assay against a specified biological target. (1) The drug is O=C(NC(Cc1ccccc1)C(O)=O)C1CCC(CC1)CNC(=O)C(NC(OC(C)(C)C)=O)C(C)C. The result is 0 (inactive). (2) The molecule is S(=O)(=O)(N1CCOCC1)c1c(ccc(c1)C(Oc1c(OC)cccc1)=O)C. The result is 0 (inactive). (3) The compound is O(n1c2c(nc1c1ccc(OC)cc1)cccc2)C(C)C(O)=O. The result is 0 (inactive). (4) The molecule is S(=O)(=O)(N(CC)CC)c1cc(NS(=O)(=O)c2ccccc2)c(N2CCCC2)cc1. The result is 0 (inactive). (5) The compound is [O-][N+](=O)c1c(N2CCC(CC2)C)ccc(c1)C(=O)Nc1cc2OCOc2cc1. The result is 0 (inactive).